Dataset: Reaction yield outcomes from USPTO patents with 853,638 reactions. Task: Predict the reaction yield, written as a fraction of the theoretical maximum amount of product (1.0 means a 100% yield; for example, 0.34 means a 34% yield). The reactants are [Cl:1][C:2]1[CH:3]=[CH:4][C:5]2[N:6]([C:8](I)=[CH:9][N:10]=2)[N:7]=1.[CH:12](N(C(C)C)CC)([CH3:14])[CH3:13].C#CC.O. The catalyst is CN(C=O)C.Cl[Pd](Cl)([P](C1C=CC=CC=1)(C1C=CC=CC=1)C1C=CC=CC=1)[P](C1C=CC=CC=1)(C1C=CC=CC=1)C1C=CC=CC=1.[Cu]I. The product is [Cl:1][C:2]1[CH:3]=[CH:4][C:5]2[N:6]([C:8]([C:13]#[C:12][CH3:14])=[CH:9][N:10]=2)[N:7]=1. The yield is 0.270.